Dataset: Full USPTO retrosynthesis dataset with 1.9M reactions from patents (1976-2016). Task: Predict the reactants needed to synthesize the given product. (1) Given the product [CH:63]([C:65]1[CH:73]=[C:72]([CH:71]=[CH:67][CH:66]=1)[C:7]([N:4]1[CH2:5][CH2:6][NH:1][CH:2]([C:14]([OH:16])=[O:15])[CH2:3]1)=[O:9])=[O:64], predict the reactants needed to synthesize it. The reactants are: [N:1]1(C(OC(C)(C)C)=O)[CH2:6][CH2:5][N:4]([C:7]([O:9]C(C)(C)C)=O)[CH2:3][CH:2]1[C:14]([O:16]C)=[O:15].C(O)(C(F)(F)F)=O.CN(C(ON1N=NC2C=CC=NC1=2)=[N+](C)C)C.F[P-](F)(F)(F)(F)F.CN1CCOCC1.[CH:63]([C:65]1[CH:66]=[C:67]([CH:71]=[CH:72][CH:73]=1)C(O)=O)=[O:64].[OH-].[Na+]. (2) Given the product [NH2:10][C:8]1[N:7]=[C:6]([C:13]([O:15][CH2:16][CH3:17])=[O:14])[N:5]([CH2:4][CH:1]2[CH2:2][CH2:3]2)[CH:9]=1, predict the reactants needed to synthesize it. The reactants are: [CH:1]1([CH2:4][N:5]2[CH:9]=[C:8]([N+:10]([O-])=O)[N:7]=[C:6]2[C:13]([O:15][CH2:16][CH3:17])=[O:14])[CH2:3][CH2:2]1.[H][H]. (3) Given the product [CH3:20][O:19][C:15]1[CH:16]=[CH:17][CH:18]=[C:13]([CH:10]([CH3:12])[CH3:11])[C:14]=1[O:21][CH2:2][C:3]([OH:5])=[O:4], predict the reactants needed to synthesize it. The reactants are: Br[CH2:2][C:3]([O:5]CC)=[O:4].[OH-].[Na+].[CH:10]([C:13]1[CH:18]=[CH:17][CH:16]=[C:15]([O:19][CH3:20])[C:14]=1[OH:21])([CH3:12])[CH3:11]. (4) Given the product [F:39][C:40]([F:51])([F:50])[C:41]1[CH:46]=[CH:45][C:44]([C:9]2[CH:10]=[N:11][CH:12]=[C:13]([CH2:15][N:16]3[CH2:22][CH2:21][CH2:20][CH2:19][C@H:18]([NH:23][C:24](=[O:37])[C@H:25]([CH2:33][CH:34]([CH3:35])[CH3:36])[C@H:26]([CH2:30][CH2:31][CH3:32])[C:27]([NH2:29])=[O:28])[C:17]3=[O:38])[CH:14]=2)=[CH:43][CH:42]=1, predict the reactants needed to synthesize it. The reactants are: COC1C=CC([C:9]2[CH:10]=[N:11][CH:12]=[C:13]([CH2:15][N:16]3[CH2:22][CH2:21][CH2:20][CH2:19][C@H:18]([NH:23][C:24](=[O:37])[C@H:25]([CH2:33][CH:34]([CH3:36])[CH3:35])[C@H:26]([CH2:30][CH2:31][CH3:32])[C:27]([NH2:29])=[O:28])[C:17]3=[O:38])[CH:14]=2)=CC=1.[F:39][C:40]([F:51])([F:50])[C:41]1[CH:46]=[CH:45][C:44](B(O)O)=[CH:43][CH:42]=1. (5) Given the product [N:17]1[CH:18]=[CH:19][CH:20]=[C:15]([CH2:14][O:1][C:2]2[C:6]([C:7]([O:9][CH2:10][CH3:11])=[O:8])=[CH:5][N:4]([CH2:14][C:15]3[CH:16]=[N:17][CH:18]=[CH:19][CH:20]=3)[N:3]=2)[CH:16]=1, predict the reactants needed to synthesize it. The reactants are: [OH:1][C:2]1[C:6]([C:7]([O:9][CH2:10][CH3:11])=[O:8])=[CH:5][NH:4][N:3]=1.Cl.Cl[CH2:14][C:15]1[CH:16]=[N:17][CH:18]=[CH:19][CH:20]=1.[H-].[Na+].C(=O)([O-])O.[Na+]. (6) Given the product [Cl:1][C:2]1[CH:7]=[CH:6][C:5]([C:8]2[C:14]3[CH:15]=[C:16]([C:19]4[N:39]=[N:40][NH:41][N:20]=4)[CH:17]=[CH:18][C:13]=3[N:12]3[C:21]([CH3:24])=[N:22][N:23]=[C:11]3[C@H:10]([CH2:25][C:26]([NH:28][CH2:29][CH3:30])=[O:27])[N:9]=2)=[CH:4][CH:3]=1, predict the reactants needed to synthesize it. The reactants are: [Cl:1][C:2]1[CH:7]=[CH:6][C:5]([C:8]2[C:14]3[CH:15]=[C:16]([C:19]#[N:20])[CH:17]=[CH:18][C:13]=3[N:12]3[C:21]([CH3:24])=[N:22][N:23]=[C:11]3[C@H:10]([CH2:25][C:26]([NH:28][CH2:29][CH3:30])=[O:27])[N:9]=2)=[CH:4][CH:3]=1.Cl.C(N(CC)CC)C.[N-:39]=[N+:40]=[N-:41].[Na+]. (7) Given the product [Cl:11][C:8]1[CH:9]=[CH:10][C:5]2[N:6]([C:2]([C:18]3[CH:19]=[C:14]([CH:15]=[CH:16][CH:17]=3)[C:12]#[N:13])=[CH:3][N:4]=2)[N:7]=1, predict the reactants needed to synthesize it. The reactants are: Br[C:2]1[N:6]2[N:7]=[C:8]([Cl:11])[CH:9]=[CH:10][C:5]2=[N:4][CH:3]=1.[C:12]([C:14]1[CH:15]=[C:16](B(O)O)[CH:17]=[CH:18][CH:19]=1)#[N:13].C([O-])([O-])=O.[K+].[K+].